Dataset: Peptide-MHC class II binding affinity with 134,281 pairs from IEDB. Task: Regression. Given a peptide amino acid sequence and an MHC pseudo amino acid sequence, predict their binding affinity value. This is MHC class II binding data. (1) The peptide sequence is AAATAGTTVYGEFAA. The MHC is HLA-DPA10103-DPB10601 with pseudo-sequence HLA-DPA10103-DPB10601. The binding affinity (normalized) is 0.154. (2) The peptide sequence is EEGSRAYRNALSMMP. The MHC is DRB1_0701 with pseudo-sequence DRB1_0701. The binding affinity (normalized) is 0.602.